Predict the reaction yield, written as a fraction of the theoretical maximum amount of product (1.0 means a 100% yield; for example, 0.34 means a 34% yield). From a dataset of Reaction yield outcomes from USPTO patents with 853,638 reactions. (1) The reactants are [O:1]1[C:5]2[CH:6]=[CH:7][C:8]([C:10]3([C:13]([NH:15][C:16]4[CH:21]=[CH:20][C:19]([CH2:22][C:23]#[N:24])=[C:18](Br)[CH:17]=4)=[O:14])[CH2:12][CH2:11]3)=[CH:9][C:4]=2[O:3][CH2:2]1.[CH3:26][N:27]([CH3:39])[C:28]([C:30]1[CH:35]=[CH:34][C:33](B(O)O)=[CH:32][CH:31]=1)=[O:29].C([O-])([O-])=O.[K+].[K+]. The catalyst is CN(C)C=O. The product is [O:1]1[C:5]2[CH:6]=[CH:7][C:8]([C:10]3([C:13]([NH:15][C:16]4[CH:21]=[CH:20][C:19]([CH2:22][C:23]#[N:24])=[C:18]([C:33]5[CH:34]=[CH:35][C:30]([C:28]([N:27]([CH3:39])[CH3:26])=[O:29])=[CH:31][CH:32]=5)[CH:17]=4)=[O:14])[CH2:12][CH2:11]3)=[CH:9][C:4]=2[O:3][CH2:2]1. The yield is 0.200. (2) The reactants are ClCCCl.[Br:5][C:6]1[CH:7]=[C:8]([CH:11]=[CH:12][CH:13]=1)[CH:9]=O.[O:14]([C:21]1[CH:22]=[C:23]([CH:25]=[CH:26][CH:27]=1)[NH2:24])[C:15]1[CH:20]=[CH:19][CH:18]=[CH:17][CH:16]=1.[BH-](OC(C)=O)(OC(C)=O)OC(C)=O.[Na+]. The catalyst is O.C(O)(=O)C. The product is [O:14]([C:21]1[CH:22]=[C:23]([NH:24][CH2:9][C:8]2[CH:11]=[CH:12][CH:13]=[C:6]([Br:5])[CH:7]=2)[CH:25]=[CH:26][CH:27]=1)[C:15]1[CH:16]=[CH:17][CH:18]=[CH:19][CH:20]=1. The yield is 0.980. (3) The reactants are [Cl:1][C:2]1[N:7]=[C:6]([C:8]([OH:10])=O)[CH:5]=[CH:4][CH:3]=1.C(Cl)(=O)C(Cl)=O.CCN(C(C)C)C(C)C.[NH2:26][CH2:27][CH:28]1[CH2:30][CH2:29]1. The catalyst is C(Cl)Cl.CN(C=O)C. The product is [Cl:1][C:2]1[N:7]=[C:6]([C:8]([NH:26][CH2:27][CH:28]2[CH2:30][CH2:29]2)=[O:10])[CH:5]=[CH:4][CH:3]=1. The yield is 0.970. (4) The reactants are [NH2:1][C:2]1[C:9]([CH3:10])=[CH:8][C:5]([CH:6]=O)=[C:4]([CH3:11])[CH:3]=1.Cl.[CH2:13]([O:20][NH2:21])[C:14]1[CH:19]=[CH:18][CH:17]=[CH:16][CH:15]=1. The catalyst is CO. The product is [CH2:13]([O:20][N:21]=[CH:6][C:5]1[C:4]([CH3:11])=[CH:3][C:2]([NH2:1])=[C:9]([CH3:10])[CH:8]=1)[C:14]1[CH:19]=[CH:18][CH:17]=[CH:16][CH:15]=1. The yield is 0.477.